Task: Predict the product of the given reaction.. Dataset: Forward reaction prediction with 1.9M reactions from USPTO patents (1976-2016) Given the reactants Cl[C:2]1[N:7]=[C:6]2[N:8]([CH:11]([CH3:13])[CH3:12])[N:9]=[CH:10][C:5]2=[C:4]([NH:14][CH2:15][CH2:16][C:17]2[CH:22]=[CH:21][C:20]([OH:23])=[CH:19][CH:18]=2)[N:3]=1.[F:24][C:25]1[CH:26]=[C:27](B(O)O)[CH:28]=[N:29][CH:30]=1, predict the reaction product. The product is: [F:24][C:25]1[CH:26]=[C:27]([C:2]2[N:7]=[C:6]3[N:8]([CH:11]([CH3:13])[CH3:12])[N:9]=[CH:10][C:5]3=[C:4]([NH:14][CH2:15][CH2:16][C:17]3[CH:22]=[CH:21][C:20]([OH:23])=[CH:19][CH:18]=3)[N:3]=2)[CH:28]=[N:29][CH:30]=1.